From a dataset of Retrosynthesis with 50K atom-mapped reactions and 10 reaction types from USPTO. Predict the reactants needed to synthesize the given product. (1) Given the product O=c1c2cc(C(O)C(F)F)ccc2ccc2ncc(Cl)cc12, predict the reactants needed to synthesize it. The reactants are: OC1c2cc(C(O)C(F)F)ccc2C=Cc2ncc(Cl)cc21. (2) Given the product Cn1c(-c2ccccc2Cl)nnc1C(C)(C)/C=C/c1ccccc1, predict the reactants needed to synthesize it. The reactants are: Cn1c(-c2ccccc2Cl)nnc1C(C)(C)C=O.c1ccc(C[P+](c2ccccc2)(c2ccccc2)c2ccccc2)cc1. (3) The reactants are: CNC(=O)c1c(C)oc2cc(Oc3ccnc4cc(C(=O)N5CCCC5COC)sc34)ccc12. Given the product CNC(=O)c1c(C)oc2cc(Oc3ccnc4cc(C(=O)N5CCC[C@H]5CO)sc34)ccc12, predict the reactants needed to synthesize it.